This data is from Merck oncology drug combination screen with 23,052 pairs across 39 cell lines. The task is: Regression. Given two drug SMILES strings and cell line genomic features, predict the synergy score measuring deviation from expected non-interaction effect. Drug 1: NC1(c2ccc(-c3nc4ccn5c(=O)[nH]nc5c4cc3-c3ccccc3)cc2)CCC1. Drug 2: CCC1(O)C(=O)OCc2c1cc1n(c2=O)Cc2cc3c(CN(C)C)c(O)ccc3nc2-1. Cell line: A2780. Synergy scores: synergy=17.2.